This data is from Forward reaction prediction with 1.9M reactions from USPTO patents (1976-2016). The task is: Predict the product of the given reaction. (1) Given the reactants C(N(CC)CC)C.[CH:8]1([N:11]2[C:19]3[C:14](=[C:15]([O:23][CH3:24])[CH:16]=[C:17]([C:20]([OH:22])=O)[CH:18]=3)[CH:13]=[CH:12]2)[CH2:10][CH2:9]1.Cl.[O:26]=[C:27]1[C:41]2[C:36](=[CH:37][CH:38]=[C:39]([C:42]3[CH:43]=[N:44][CH:45]=[C:46]([CH:50]=3)[C:47]([OH:49])=[O:48])[CH:40]=2)[O:35][C:29]2([CH2:34][CH2:33][NH:32][CH2:31][CH2:30]2)[CH2:28]1.Cl, predict the reaction product. The product is: [CH:8]1([N:11]2[C:19]3[C:14](=[C:15]([O:23][CH3:24])[CH:16]=[C:17]([C:20]([N:32]4[CH2:33][CH2:34][C:29]5([CH2:28][C:27](=[O:26])[C:41]6[C:36](=[CH:37][CH:38]=[C:39]([C:42]7[CH:43]=[N:44][CH:45]=[C:46]([CH:50]=7)[C:47]([OH:49])=[O:48])[CH:40]=6)[O:35]5)[CH2:30][CH2:31]4)=[O:22])[CH:18]=3)[CH:13]=[CH:12]2)[CH2:9][CH2:10]1. (2) The product is: [CH3:58][O:57][C:51]1[CH:52]=[C:53]([O:55][CH3:56])[CH:54]=[C:10]([O:9][CH3:8])[C:11]=1/[CH:12]=[CH:13]/[CH:14]([S:24]([CH:27](/[CH:37]=[CH:38]/[C:39]1[C:40]([O:49][CH3:50])=[CH:41][C:42]([O:47][CH3:48])=[CH:43][C:44]=1[O:45][CH3:46])[C:28]1[CH:33]=[CH:32][C:31]([O:34][CH3:35])=[C:30]([NH:36][CH2:5][CH2:4][C:3]([OH:7])=[O:2])[CH:29]=1)(=[O:26])=[O:25])[C:15]1[CH:20]=[CH:19][C:18]([O:21][CH3:22])=[C:17]([NH:23][CH2:5][CH2:4][C:3]([OH:2])=[O:7])[CH:16]=1. Given the reactants C[O:2][C:3](=[O:7])[CH2:4][CH2:5]Br.[CH3:8][O:9][C:10]1[CH:54]=[C:53]([O:55][CH3:56])[CH:52]=[C:51]([O:57][CH3:58])[C:11]=1/[CH:12]=[CH:13]/[CH:14]([S:24]([CH:27](/[CH:37]=[CH:38]/[C:39]1[C:44]([O:45][CH3:46])=[CH:43][C:42]([O:47][CH3:48])=[CH:41][C:40]=1[O:49][CH3:50])[C:28]1[CH:33]=[CH:32][C:31]([O:34][CH3:35])=[C:30]([NH2:36])[CH:29]=1)(=[O:26])=[O:25])[C:15]1[CH:20]=[CH:19][C:18]([O:21][CH3:22])=[C:17]([NH2:23])[CH:16]=1, predict the reaction product.